Dataset: Forward reaction prediction with 1.9M reactions from USPTO patents (1976-2016). Task: Predict the product of the given reaction. Given the reactants C([O:8][C:9]1[CH:10]=[C:11]2[C:16](=[CH:17][C:18]=1[O:19][CH3:20])[N:15]=[CH:14][N:13]=[C:12]2[O:21][C:22]1[C:23]([F:32])=[C:24]2[C:28](=[CH:29][CH:30]=1)[NH:27][C:26]([CH3:31])=[CH:25]2)C1C=CC=CC=1.C([O-])=O.[NH4+].O, predict the reaction product. The product is: [F:32][C:23]1[C:22]([O:21][C:12]2[C:11]3[C:16](=[CH:17][C:18]([O:19][CH3:20])=[C:9]([OH:8])[CH:10]=3)[N:15]=[CH:14][N:13]=2)=[CH:30][CH:29]=[C:28]2[C:24]=1[CH:25]=[C:26]([CH3:31])[NH:27]2.